This data is from Full USPTO retrosynthesis dataset with 1.9M reactions from patents (1976-2016). The task is: Predict the reactants needed to synthesize the given product. (1) Given the product [CH3:1][O:2][CH2:3][CH2:4][N:5]1[C:24](=[O:23])[C:25]([C:26]([O:28][CH2:29][CH3:30])=[O:27])=[CH:31][N:11]=[C:10]1[C:12]1[CH:16]=[CH:15][S:14][CH:13]=1, predict the reactants needed to synthesize it. The reactants are: [CH3:1][O:2][CH2:3][CH2:4][NH2:5].Cl.C(O[C:10]([C:12]1[CH:16]=[CH:15][S:14][CH:13]=1)=[NH:11])C.[O-]CC.[Na+].C([O:23][CH:24]=[C:25]([C:31](OCC)=O)[C:26]([O:28][CH2:29][CH3:30])=[O:27])C. (2) The reactants are: [OH:1][C:2]1[CH:3]=[C:4]([NH:8][C:9](=[O:15])[O:10][C:11]([CH3:14])([CH3:13])[CH3:12])[CH:5]=[CH:6][CH:7]=1.F[C:17]1[CH:18]=[CH:19][C:20]([N+:25]([O-:27])=[O:26])=[C:21]([CH:24]=1)[NH:22][CH3:23].C(=O)([O-])[O-].[K+].[K+]. Given the product [CH3:23][NH:22][C:21]1[CH:24]=[C:17]([CH:18]=[CH:19][C:20]=1[N+:25]([O-:27])=[O:26])[O:1][C:2]1[CH:3]=[C:4]([NH:8][C:9](=[O:15])[O:10][C:11]([CH3:12])([CH3:14])[CH3:13])[CH:5]=[CH:6][CH:7]=1, predict the reactants needed to synthesize it. (3) Given the product [CH2:12]([NH:11][C:10]([C:8]1[C:7]([OH:20])=[N:6][CH:5]=[C:4]([CH:9]=1)[C:3]([OH:21])=[O:2])=[O:19])[C:13]1[CH:18]=[CH:17][CH:16]=[CH:15][CH:14]=1, predict the reactants needed to synthesize it. The reactants are: C[O:2][C:3](=[O:21])[C:4]1[CH:9]=[C:8]([C:10](=[O:19])[NH:11][CH2:12][C:13]2[CH:18]=[CH:17][CH:16]=[CH:15][CH:14]=2)[C:7]([OH:20])=[N:6][CH:5]=1.[OH-].[Na+]. (4) Given the product [CH3:21][C:19]1[S:20][C:16]2[CH:15]=[CH:14][C:13]([C:5]3[CH:4]=[C:3]([CH:8]=[CH:7][CH:6]=3)[CH:1]=[O:2])=[CH:22][C:17]=2[N:18]=1, predict the reactants needed to synthesize it. The reactants are: [CH:1]([C:3]1[CH:4]=[C:5](B(O)O)[CH:6]=[CH:7][CH:8]=1)=[O:2].Br[C:13]1[CH:14]=[CH:15][C:16]2[S:20][C:19]([CH3:21])=[N:18][C:17]=2[CH:22]=1.[O-]P([O-])([O-])=O.[K+].[K+].[K+].